This data is from Reaction yield outcomes from USPTO patents with 853,638 reactions. The task is: Predict the reaction yield, written as a fraction of the theoretical maximum amount of product (1.0 means a 100% yield; for example, 0.34 means a 34% yield). (1) The reactants are FC(F)(F)[C:3]([N:5]([C:7]1[C:15]2[C:10](=[N:11][CH:12]=[CH:13][N:14]=2)[S:9][C:8]=1[C:16]([O-:18])=[O:17])C)=O.[OH-].[K+]. The catalyst is C1COCC1.C(O)C.O. The product is [CH3:3][NH:5][C:7]1[C:15]2[C:10](=[N:11][CH:12]=[CH:13][N:14]=2)[S:9][C:8]=1[C:16]([OH:18])=[O:17]. The yield is 0.980. (2) The reactants are [CH:1]([O:8][CH2:9][CH3:10])(OCC)OCC.C(O[C@@H:15]1[C@H:21]2[C@H:22]3[C@H:31]([CH2:32][CH2:33][C@:18]2([CH2:19][CH3:20])[C:17](=[O:35])[CH2:16]1)[C@@H:30]1[C:25](=[CH:26]C(=O)[CH2:28][CH2:29]1)[CH2:24][CH2:23]3)(=O)C.C(N(CC)CC)C.O. The catalyst is CCO.C1(C)C=CC(S(O)(=O)=O)=CC=1. The product is [CH2:9]([O:8][C:1]1[CH2:28][CH2:29][C@H:30]2[C:25](=[CH:24][CH2:23][C@@H:22]3[C@@H:31]2[CH2:32][CH2:33][C@@:18]2([CH2:19][CH3:20])[C@H:21]3[CH:15]=[CH:16][C:17]2=[O:35])[CH:26]=1)[CH3:10]. The yield is 0.880. (3) The reactants are [S:1]([C:19]1[CH:24]=[C:23]([C:25]2[C:26]([C:30]([F:33])([F:32])[F:31])=[N:27][NH:28][CH:29]=2)[CH:22]=[CH:21][C:20]=1[C:34]#[N:35])[C:2]1C=C(C2C(C(F)(F)F)=NNC=2)C=CC=1C#N.C(S([O-])=O)O.[Na+].C(=O)([O-])[O-].[K+].[K+].[F:48][C:49]([F:53])([F:52])CI. The catalyst is CN(C)C=O.O. The product is [F:48][C:49]([F:53])([F:52])[CH2:2][S:1][C:19]1[CH:24]=[C:23]([C:25]2[C:26]([C:30]([F:32])([F:33])[F:31])=[N:27][NH:28][CH:29]=2)[CH:22]=[CH:21][C:20]=1[C:34]#[N:35]. The yield is 0.714. (4) The reactants are [F:1][C:2]([F:11])([F:10])[C:3]1[CH:9]=[CH:8][C:6]([NH2:7])=[CH:5][CH:4]=1.Cl[C:13]1[N:18]2[CH:19]=[CH:20][N:21]=[C:17]2[N:16]=[C:15]([CH3:22])[CH:14]=1. The catalyst is C(O)C. The product is [CH3:22][C:15]1[CH:14]=[C:13]([NH:7][C:6]2[CH:8]=[CH:9][C:3]([C:2]([F:10])([F:11])[F:1])=[CH:4][CH:5]=2)[N:18]2[CH:19]=[CH:20][N:21]=[C:17]2[N:16]=1. The yield is 0.650. (5) The reactants are [NH2:1][C:2]1[CH:3]=[C:4]([N:8]2[C:12]3=[N:13][CH:14]=[N:15][C:16]([NH2:17])=[C:11]3[CH:10]=[N:9]2)[CH:5]=[CH:6][CH:7]=1.[CH3:18][O:19][CH2:20][CH2:21][C:22](O)=[O:23].Cl.CN(C)CCCN=C=NCC.ON1C2C=CC=CC=2N=N1. The catalyst is CN(C=O)C.CO. The product is [NH2:17][C:16]1[N:15]=[CH:14][N:13]=[C:12]2[N:8]([C:4]3[CH:3]=[C:2]([NH:1][C:22](=[O:23])[CH2:21][CH2:20][O:19][CH3:18])[CH:7]=[CH:6][CH:5]=3)[N:9]=[CH:10][C:11]=12. The yield is 0.120. (6) The reactants are [CH3:1][C:2]1[CH:11]=[C:10]2[C:5]([C:6]([N:19]3[CH2:24][CH2:23][NH:22][CH2:21][CH2:20]3)=[N:7][C:8]([C:12]3[CH:17]=[CH:16][CH:15]=[CH:14][C:13]=3[OH:18])=[N:9]2)=[CH:4][CH:3]=1.C(N(CC)CC)C.[OH:32][C@@H:33]([CH2:37][CH3:38])[C:34](O)=[O:35].CN(C(ON1N=NC2C=CC=NC1=2)=[N+](C)C)C.F[P-](F)(F)(F)(F)F. The catalyst is C(Cl)Cl. The product is [OH:32][C@@H:33]([CH2:37][CH3:38])[C:34]([N:22]1[CH2:23][CH2:24][N:19]([C:6]2[C:5]3[C:10](=[CH:11][C:2]([CH3:1])=[CH:3][CH:4]=3)[N:9]=[C:8]([C:12]3[CH:17]=[CH:16][CH:15]=[CH:14][C:13]=3[OH:18])[N:7]=2)[CH2:20][CH2:21]1)=[O:35]. The yield is 0.950. (7) The product is [CH:1]1([CH2:6][O:7][C:9]2[CH:10]=[C:11]([CH3:18])[CH:12]=[CH:13][C:14]=2[N+:15]([O-:17])=[O:16])[CH2:5][CH2:4][CH2:3][CH2:2]1.[CH:19]1([CH2:24][O:25][C:26]2[CH:32]=[C:31]([CH3:33])[CH:30]=[CH:29][C:27]=2[NH:28][C:6]([NH:34][C:35]2[S:36][CH:37]=[CH:38][N:39]=2)=[O:7])[CH2:20][CH2:21][CH2:22][CH2:23]1. The reactants are [CH:1]1([CH2:6][OH:7])[CH2:5][CH2:4][CH2:3][CH2:2]1.F[C:9]1[CH:10]=[C:11]([CH3:18])[CH:12]=[CH:13][C:14]=1[N+:15]([O-:17])=[O:16].[CH:19]1([CH2:24][O:25][C:26]2[CH:32]=[C:31]([CH3:33])[CH:30]=[CH:29][C:27]=2[NH2:28])[CH2:23][CH2:22][CH2:21][CH2:20]1.[NH2:34][C:35]1[S:36][CH:37]=[CH:38][N:39]=1. No catalyst specified. The yield is 0.700.